Dataset: Full USPTO retrosynthesis dataset with 1.9M reactions from patents (1976-2016). Task: Predict the reactants needed to synthesize the given product. (1) Given the product [CH:24]1([NH:23][C:21]([C:16]2[CH:15]=[C:14]([C:11]3[CH:12]=[CH:13][C:8]([C:6]4[O:7][C:3]([CH2:2][NH:23][CH:24]5[CH2:26][CH2:25]5)=[N:4][N:5]=4)=[CH:9][CH:10]=3)[C:19]([CH3:20])=[CH:18][CH:17]=2)=[O:22])[CH2:26][CH2:25]1, predict the reactants needed to synthesize it. The reactants are: Cl[CH2:2][C:3]1[O:7][C:6]([C:8]2[CH:13]=[CH:12][C:11]([C:14]3[C:19]([CH3:20])=[CH:18][CH:17]=[C:16]([C:21]([NH:23][CH:24]4[CH2:26][CH2:25]4)=[O:22])[CH:15]=3)=[CH:10][CH:9]=2)=[N:5][N:4]=1.[I-].[K+]. (2) The reactants are: [OH:1][C:2]1[CH:10]=[C:9]([N+:11]([O-:13])=[O:12])[CH:8]=[CH:7][C:3]=1[C:4]([OH:6])=[O:5]. Given the product [CH2:10]([O:1][C:2]1[CH:10]=[C:9]([N+:11]([O-:13])=[O:12])[CH:8]=[CH:7][C:3]=1[C:4]([O:6][CH2:9][CH:8]=[CH2:7])=[O:5])[CH:2]=[CH2:3], predict the reactants needed to synthesize it. (3) Given the product [CH3:1][C:2]1[C@@H:3](/[CH:10]=[CH:11]/[C:12](/[CH3:14])=[CH:16]\[CH:15]=[O:17])[C:4]([CH3:9])([CH3:8])[CH2:5][CH2:6][CH:7]=1, predict the reactants needed to synthesize it. The reactants are: [CH3:1][C:2]1[CH2:7][CH2:6][CH2:5][C:4]([CH3:9])([CH3:8])[C:3]=1/[CH:10]=[CH:11]/[C:12]([CH3:14])=O.[CH2:15]([O:17]P(CC(O)=O)(=O)OCC)[CH3:16].[NH2-].[Na+].C([O-])(=O)C.[H-].[Al+3].[Li+].[H-].[H-].[H-]. (4) Given the product [Br:29][C:19]1[N:18]=[N:17][N:16]([C:5]2[CH:4]=[CH:3][C:2]([Cl:1])=[CH:7][C:6]=2[C:8]2[CH:13]=[C:12]([O:14][CH3:15])[N:11]=[CH:10][N:9]=2)[CH:20]=1, predict the reactants needed to synthesize it. The reactants are: [Cl:1][C:2]1[CH:3]=[CH:4][C:5]([N:16]2[CH:20]=[C:19](Cl)[N:18]=[N:17]2)=[C:6]([C:8]2[CH:13]=[C:12]([O:14][CH3:15])[N:11]=[CH:10][N:9]=2)[CH:7]=1.C1C(=O)N([Br:29])C(=O)C1. (5) Given the product [CH3:28][N:24]1[C:25]2=[CH:26][N:1]([C:2]3[CH:7]=[CH:6][CH:5]=[CH:4][C:3]=3[NH:8][C:9](=[O:11])[CH3:10])[C:12]([C:13]3[CH:14]=[CH:15][CH:16]=[CH:17][CH:18]=3)=[C:20]2[C:21](=[O:31])[N:22]([CH3:30])[C:23]1=[O:29], predict the reactants needed to synthesize it. The reactants are: [NH2:1][C:2]1[CH:7]=[CH:6][CH:5]=[CH:4][C:3]=1[NH:8][C:9](=[O:11])[CH3:10].[C:12]([C:20]1[C:21](=[O:31])[N:22]([CH3:30])[C:23](=[O:29])[N:24]([CH3:28])[C:25]=1[CH2:26]Br)(=O)[C:13]1[CH:18]=[CH:17][CH:16]=[CH:15][CH:14]=1.C(N(CC)CC)C. (6) Given the product [CH3:7][N:6]1[C:2]([O:11][C@@H:12]2[CH2:16][CH2:15][O:14][CH2:13]2)=[C:3]([N+:8]([O-:10])=[O:9])[CH:4]=[N:5]1, predict the reactants needed to synthesize it. The reactants are: Cl[C:2]1[N:6]([CH3:7])[N:5]=[CH:4][C:3]=1[N+:8]([O-:10])=[O:9].[OH:11][C@@H:12]1[CH2:16][CH2:15][O:14][CH2:13]1. (7) Given the product [CH3:17][O:18][C:12]1[CH:11]=[C:6]([CH:5]=[C:4]([N+:1]([O-:3])=[O:2])[CH:13]=1)[C:7]([O:9][CH3:10])=[O:8], predict the reactants needed to synthesize it. The reactants are: [N+:1]([C:4]1[CH:5]=[C:6]([CH:11]=[C:12]([N+]([O-])=O)[CH:13]=1)[C:7]([O:9][CH3:10])=[O:8])([O-:3])=[O:2].[CH3:17][O-:18].[Na+].[Na].